Task: Predict the reactants needed to synthesize the given product.. Dataset: Full USPTO retrosynthesis dataset with 1.9M reactions from patents (1976-2016) (1) Given the product [CH3:8][N:6]1[CH:7]=[C:3]([NH:2][C:36]([C:34]2[N:35]=[C:31]([C:29]3[CH:28]=[CH:27][N:26]=[C:25]([N:24]([CH2:39][C:40]([F:43])([F:42])[F:41])[C:22](=[O:23])[O:21][C:17]([CH3:20])([CH3:19])[CH3:18])[CH:30]=3)[O:32][CH:33]=2)=[O:37])[C:4]([N:9]2[CH2:13][CH2:12][NH:46][C:10]2=[O:16])=[N:5]1, predict the reactants needed to synthesize it. The reactants are: Cl.[NH2:2][C:3]1[C:4]([N:9]2[CH2:13][CH2:12]C(C)(C)[C:10]2=[O:16])=[N:5][N:6]([CH3:8])[CH:7]=1.[C:17]([O:21][C:22]([N:24]([CH2:39][C:40]([F:43])([F:42])[F:41])[C:25]1[CH:30]=[C:29]([C:31]2[O:32][CH:33]=[C:34]([C:36](O)=[O:37])[N:35]=2)[CH:28]=[CH:27][N:26]=1)=[O:23])([CH3:20])([CH3:19])[CH3:18].Cl.C[N:46](C)CCCN=C=NCC.O.ON1C2C=CC=CC=2N=N1. (2) Given the product [N:23]1[S:27][N:26]=[C:25]2[CH:28]=[C:29]([CH2:32][NH:1][CH2:2][CH2:3][CH2:4][N:5]3[CH2:9][C@@H:8]([C:10]4[C:19]5[C:14](=[CH:15][CH:16]=[C:17]([O:20][CH3:21])[CH:18]=5)[N:13]=[CH:12][CH:11]=4)[O:7][C:6]3=[O:22])[CH:30]=[CH:31][C:24]=12, predict the reactants needed to synthesize it. The reactants are: [NH2:1][CH2:2][CH2:3][CH2:4][N:5]1[CH2:9][C@@H:8]([C:10]2[C:19]3[C:14](=[CH:15][CH:16]=[C:17]([O:20][CH3:21])[CH:18]=3)[N:13]=[CH:12][CH:11]=2)[O:7][C:6]1=[O:22].[N:23]1[S:27][N:26]=[C:25]2[CH:28]=[C:29]([CH:32]=O)[CH:30]=[CH:31][C:24]=12.CO.[BH4-].[Na+]. (3) Given the product [CH3:12][C:7]1[CH:8]=[N:9][CH:10]=[CH:11][C:6]=1[NH:5][C:3](=[O:4])[CH3:2], predict the reactants needed to synthesize it. The reactants are: C[C:2](C)(C)[C:3]([NH:5][C:6]1[CH:11]=[CH:10][N:9]=[CH:8][C:7]=1[CH3:12])=[O:4].[OH-].[Na+]. (4) The reactants are: [CH3:1][O:2][C:3]1[CH:8]=[CH:7][C:6]([C:9](=O)[CH2:10][C:11](=O)[C:12]([O:14][CH2:15][CH3:16])=[O:13])=[CH:5][CH:4]=1.[CH3:19][CH:20]([N:22]1[C:26]([NH2:27])=[CH:25][CH:24]=[N:23]1)[CH3:21]. Given the product [CH3:19][CH:20]([N:22]1[C:26]2[N:27]=[C:9]([C:6]3[CH:7]=[CH:8][C:3]([O:2][CH3:1])=[CH:4][CH:5]=3)[CH:10]=[C:11]([C:12]([O:14][CH2:15][CH3:16])=[O:13])[C:25]=2[CH:24]=[N:23]1)[CH3:21], predict the reactants needed to synthesize it.